From a dataset of Peptide-MHC class II binding affinity with 134,281 pairs from IEDB. Regression. Given a peptide amino acid sequence and an MHC pseudo amino acid sequence, predict their binding affinity value. This is MHC class II binding data. (1) The peptide sequence is APYHFDLSGHAFGSMAKKGE. The MHC is DRB1_0404 with pseudo-sequence DRB1_0404. The binding affinity (normalized) is 0. (2) The peptide sequence is INEPTAAAIAYNLDR. The MHC is HLA-DQA10501-DQB10301 with pseudo-sequence HLA-DQA10501-DQB10301. The binding affinity (normalized) is 0.658.